Dataset: Catalyst prediction with 721,799 reactions and 888 catalyst types from USPTO. Task: Predict which catalyst facilitates the given reaction. (1) Reactant: FC(F)(F)C(O)=O.[CH2:8]([N:10]1[CH:14]=[C:13]([CH2:15][N:16]2[C:21]3[CH:22]=[C:23]([C:25]4[CH:30]=[CH:29][CH:28]=[CH:27][CH:26]=4)[S:24][C:20]=3[C:19](=[O:31])[N:18]([CH:32]3[CH2:37][CH2:36][NH:35][CH2:34][CH2:33]3)[C:17]2=[O:38])[N:12]=[N:11]1)[CH3:9].[CH2:39]([O:41][C:42]1[C:51]([O:52][CH3:53])=[CH:50][C:49]2[C:48]([C:54]3[CH:62]=[CH:61][C:57]([C:58](O)=[O:59])=[CH:56][CH:55]=3)=[N:47][C@@H:46]3[CH2:63][CH2:64][S:65][CH2:66][C@@H:45]3[C:44]=2[CH:43]=1)[CH3:40].CCN=C=NCCCN(C)C.C1C=C2N=NN(O)C2=CC=1.O.S([O-])(O)(=O)=O.[K+]. Product: [CH2:39]([O:41][C:42]1[C:51]([O:52][CH3:53])=[CH:50][C:49]2[C:48]([C:54]3[CH:55]=[CH:56][C:57]([C:58]([N:35]4[CH2:36][CH2:37][CH:32]([N:18]5[C:19](=[O:31])[C:20]6[S:24][C:23]([C:25]7[CH:30]=[CH:29][CH:28]=[CH:27][CH:26]=7)=[CH:22][C:21]=6[N:16]([CH2:15][C:13]6[N:12]=[N:11][N:10]([CH2:8][CH3:9])[CH:14]=6)[C:17]5=[O:38])[CH2:33][CH2:34]4)=[O:59])=[CH:61][CH:62]=3)=[N:47][C@@H:46]3[CH2:63][CH2:64][S:65][CH2:66][C@@H:45]3[C:44]=2[CH:43]=1)[CH3:40]. The catalyst class is: 2. (2) Reactant: Br[C:2]1[CH:7]=[CH:6][C:5]([S:8]([N:11]2[CH2:16][CH2:15][O:14][CH2:13][CH2:12]2)(=[O:10])=[O:9])=[CH:4][CH:3]=1.[CH3:17][C:18]1([CH3:34])[C:22]([CH3:24])([CH3:23])[O:21][B:20]([B:20]2[O:21][C:22]([CH3:24])([CH3:23])[C:18]([CH3:34])([CH3:17])[O:19]2)[O:19]1.C([O-])(=O)C.[K+]. The catalyst class is: 418. Product: [CH3:17][C:18]1([CH3:34])[C:22]([CH3:24])([CH3:23])[O:21][B:20]([C:2]2[CH:7]=[CH:6][C:5]([S:8]([N:11]3[CH2:16][CH2:15][O:14][CH2:13][CH2:12]3)(=[O:10])=[O:9])=[CH:4][CH:3]=2)[O:19]1. (3) Reactant: [CH3:1][N:2]1[C:6]([CH2:7][CH2:8][C:9]2[CH:14]=[CH:13][C:12]([C:15]([F:18])([F:17])[F:16])=[CH:11][CH:10]=2)=[C:5]([C:19]([O:21]CC)=[O:20])[CH:4]=[N:3]1.[OH-].[K+]. Product: [CH3:1][N:2]1[C:6]([CH2:7][CH2:8][C:9]2[CH:10]=[CH:11][C:12]([C:15]([F:16])([F:17])[F:18])=[CH:13][CH:14]=2)=[C:5]([C:19]([OH:21])=[O:20])[CH:4]=[N:3]1. The catalyst class is: 8.